This data is from Reaction yield outcomes from USPTO patents with 853,638 reactions. The task is: Predict the reaction yield, written as a fraction of the theoretical maximum amount of product (1.0 means a 100% yield; for example, 0.34 means a 34% yield). (1) The reactants are [Cl:1][C:2]1[CH:3]=[C:4]([C:8]2[N:13]=[C:12]3[CH2:14][CH2:15][CH2:16][C:11]3=[C:10]([NH:17][C:18]3[CH:19]=[C:20]([CH2:24][C:25](OC)=[O:26])[CH:21]=[CH:22][CH:23]=3)[CH:9]=2)[CH:5]=[CH:6][CH:7]=1.CSC. No catalyst specified. The product is [ClH:1].[Cl:1][C:2]1[CH:3]=[C:4]([C:8]2[N:13]=[C:12]3[CH2:14][CH2:15][CH2:16][C:11]3=[C:10]([NH:17][C:18]3[CH:19]=[C:20]([CH2:24][CH2:25][OH:26])[CH:21]=[CH:22][CH:23]=3)[CH:9]=2)[CH:5]=[CH:6][CH:7]=1. The yield is 0.800. (2) The yield is 0.324. The catalyst is CN(C=O)C. The product is [N+:19]([C:22]1[N:23]=[CH:24][N:25]([CH:6]2[CH2:11][CH2:10][N:9]([C:12]([O:14][C:15]([CH3:18])([CH3:17])[CH3:16])=[O:13])[CH2:8][CH2:7]2)[CH:26]=1)([O-:21])=[O:20]. The reactants are CS(O[CH:6]1[CH2:11][CH2:10][N:9]([C:12]([O:14][C:15]([CH3:18])([CH3:17])[CH3:16])=[O:13])[CH2:8][CH2:7]1)(=O)=O.[N+:19]([C:22]1[N:23]=[CH:24][NH:25][CH:26]=1)([O-:21])=[O:20].C([O-])([O-])=O.[K+].[K+]. (3) The reactants are C[O:2][C:3]([C:5]1[NH:6][C:7]2[C:12]([CH:13]=1)=[CH:11][CH:10]=[C:9]([N+:14]([O-:16])=[O:15])[CH:8]=2)=[O:4].[OH-].[Na+]. The catalyst is CO. The product is [N+:14]([C:9]1[CH:8]=[C:7]2[C:12]([CH:13]=[C:5]([C:3]([OH:4])=[O:2])[NH:6]2)=[CH:11][CH:10]=1)([O-:16])=[O:15]. The yield is 0.950. (4) The reactants are [CH2:1]([O:8][C:9]1[CH:10]=[C:11]2[C:15](=[CH:16][CH:17]=1)[NH:14][CH:13]=[CH:12]2)[C:2]1[CH:7]=[CH:6][CH:5]=[CH:4][CH:3]=1.[C:18](O[C:18]([O:20][C:21]([CH3:24])([CH3:23])[CH3:22])=[O:19])([O:20][C:21]([CH3:24])([CH3:23])[CH3:22])=[O:19]. The catalyst is C(Cl)Cl.CN(C)C1C=CN=CC=1. The product is [C:21]([O:20][C:18]([N:14]1[C:15]2[C:11](=[CH:10][C:9]([O:8][CH2:1][C:2]3[CH:3]=[CH:4][CH:5]=[CH:6][CH:7]=3)=[CH:17][CH:16]=2)[CH:12]=[CH:13]1)=[O:19])([CH3:24])([CH3:23])[CH3:22]. The yield is 0.940. (5) The reactants are [F:1][C:2]1[CH:11]=[C:10]2[C:5]([CH:6]=[C:7]([C:13]3[CH:18]=[CH:17][C:16]([O:19][CH:20]([CH3:22])[CH3:21])=[CH:15][CH:14]=3)[N:8]=[C:9]2O)=[CH:4][C:3]=1[O:23][CH3:24].O=P(Cl)(Cl)[Cl:27]. No catalyst specified. The product is [Cl:27][C:9]1[C:10]2[C:5](=[CH:4][C:3]([O:23][CH3:24])=[C:2]([F:1])[CH:11]=2)[CH:6]=[C:7]([C:13]2[CH:18]=[CH:17][C:16]([O:19][CH:20]([CH3:22])[CH3:21])=[CH:15][CH:14]=2)[N:8]=1. The yield is 0.950. (6) The catalyst is C(OCC)(=O)C. The product is [OH:13][CH:14]([CH3:51])[CH2:15][O:16][C:17]1[CH:18]=[CH:19][C:20]([N:23]2[C:28](=[O:29])[C:27]([CH2:30][C:31]3[CH:36]=[CH:35][C:34]([C:37]4[CH:42]=[CH:41][CH:40]=[CH:39][C:38]=4[C:43]4[NH:3][C:4](=[O:7])[O:5][N:44]=4)=[CH:33][CH:32]=3)=[C:26]([CH2:45][CH2:46][CH3:47])[N:25]3[N:48]=[CH:49][CH:50]=[C:24]23)=[CH:21][CH:22]=1. The yield is 0.380. The reactants are [Cl-].O[NH3+:3].[C:4](=[O:7])([O-])[OH:5].[Na+].CS(C)=O.[OH:13][CH:14]([CH3:51])[CH2:15][O:16][C:17]1[CH:22]=[CH:21][C:20]([N:23]2[C:28](=[O:29])[C:27]([CH2:30][C:31]3[CH:36]=[CH:35][C:34]([C:37]4[C:38]([C:43]#[N:44])=[CH:39][CH:40]=[CH:41][CH:42]=4)=[CH:33][CH:32]=3)=[C:26]([CH2:45][CH2:46][CH3:47])[N:25]3[N:48]=[CH:49][CH:50]=[C:24]23)=[CH:19][CH:18]=1. (7) The reactants are Br[C:2]1[CH:3]=[C:4]2[C:9](=[CH:10][C:11]=1[O:12][CH:13]1[CH2:18][CH2:17][N:16]([C:19]([O:21][C:22]([CH3:25])([CH3:24])[CH3:23])=[O:20])[CH2:15][CH2:14]1)[N:8]=[C:7]([NH:26][C:27]1[CH:32]=[CH:31][CH:30]=[C:29]([F:33])[CH:28]=1)[N:6]=[CH:5]2.CC([O-])=O.[K+].[B:39]1([B:39]2[O:43][C:42]([CH3:45])([CH3:44])[C:41]([CH3:47])([CH3:46])[O:40]2)[O:43][C:42]([CH3:45])([CH3:44])[C:41]([CH3:47])([CH3:46])[O:40]1. The catalyst is O1CCOCC1.C1C=CC(P(C2C=CC=CC=2)[C-]2C=CC=C2)=CC=1.C1C=CC(P(C2C=CC=CC=2)[C-]2C=CC=C2)=CC=1.Cl[Pd]Cl.[Fe+2]. The product is [F:33][C:29]1[CH:28]=[C:27]([NH:26][C:7]2[N:6]=[CH:5][C:4]3[C:9](=[CH:10][C:11]([O:12][CH:13]4[CH2:14][CH2:15][N:16]([C:19]([O:21][C:22]([CH3:23])([CH3:25])[CH3:24])=[O:20])[CH2:17][CH2:18]4)=[C:2]([B:39]4[O:43][C:42]([CH3:45])([CH3:44])[C:41]([CH3:47])([CH3:46])[O:40]4)[CH:3]=3)[N:8]=2)[CH:32]=[CH:31][CH:30]=1. The yield is 0.550.